From a dataset of Catalyst prediction with 721,799 reactions and 888 catalyst types from USPTO. Predict which catalyst facilitates the given reaction. Reactant: CC(C[AlH]CC(C)C)C.[F:10][C:11]1[CH:16]=[CH:15][C:14]([C:17]2[CH:22]=[CH:21][N:20]=[C:19]([C:23](OC)=[O:24])[N:18]=2)=[CH:13][CH:12]=1. Product: [F:10][C:11]1[CH:12]=[CH:13][C:14]([C:17]2[CH:22]=[CH:21][N:20]=[C:19]([CH:23]=[O:24])[N:18]=2)=[CH:15][CH:16]=1. The catalyst class is: 11.